From a dataset of Peptide-MHC class II binding affinity with 134,281 pairs from IEDB. Regression. Given a peptide amino acid sequence and an MHC pseudo amino acid sequence, predict their binding affinity value. This is MHC class II binding data. The peptide sequence is ISIVQMAPVSAMVRM. The MHC is DRB1_0401 with pseudo-sequence DRB1_0401. The binding affinity (normalized) is 0.382.